This data is from Reaction yield outcomes from USPTO patents with 853,638 reactions. The task is: Predict the reaction yield, written as a fraction of the theoretical maximum amount of product (1.0 means a 100% yield; for example, 0.34 means a 34% yield). The reactants are [C:1]([C:5]1[CH:6]=[C:7]([C:15]2[CH:23]=[CH:22][CH:21]=[C:20]3[C:16]=2[CH:17]=[CH:18][CH2:19]3)[CH:8]=[C:9]([C:11]([CH3:14])([CH3:13])[CH3:12])[CH:10]=1)([CH3:4])([CH3:3])[CH3:2].[OH-].[K+].[C:26]1(=O)[CH2:29][CH2:28][CH2:27]1.Cl. The catalyst is O.COCCOC. The product is [C:1]([C:5]1[CH:6]=[C:7]([C:15]2[CH:23]=[CH:22][CH:21]=[C:20]3[C:16]=2[CH:17]=[CH:18][CH:19]3[C:26]2([CH:19]3[C:20]4[C:16](=[C:15]([C:7]5[CH:8]=[C:9]([C:11]([CH3:13])([CH3:12])[CH3:14])[CH:10]=[C:5]([C:1]([CH3:4])([CH3:3])[CH3:2])[CH:6]=5)[CH:23]=[CH:22][CH:21]=4)[CH:17]=[CH:18]3)[CH2:29][CH2:28][CH2:27]2)[CH:8]=[C:9]([C:11]([CH3:14])([CH3:13])[CH3:12])[CH:10]=1)([CH3:2])([CH3:3])[CH3:4]. The yield is 0.800.